From a dataset of NCI-60 drug combinations with 297,098 pairs across 59 cell lines. Regression. Given two drug SMILES strings and cell line genomic features, predict the synergy score measuring deviation from expected non-interaction effect. (1) Drug 1: CC1=CC=C(C=C1)C2=CC(=NN2C3=CC=C(C=C3)S(=O)(=O)N)C(F)(F)F. Drug 2: CC1CCC2CC(C(=CC=CC=CC(CC(C(=O)C(C(C(=CC(C(=O)CC(OC(=O)C3CCCCN3C(=O)C(=O)C1(O2)O)C(C)CC4CCC(C(C4)OC)OCCO)C)C)O)OC)C)C)C)OC. Cell line: SNB-19. Synergy scores: CSS=-0.334, Synergy_ZIP=-0.764, Synergy_Bliss=2.47, Synergy_Loewe=-1.89, Synergy_HSA=0.480. (2) Drug 1: CC(CN1CC(=O)NC(=O)C1)N2CC(=O)NC(=O)C2. Drug 2: CC12CCC3C(C1CCC2O)C(CC4=C3C=CC(=C4)O)CCCCCCCCCS(=O)CCCC(C(F)(F)F)(F)F. Cell line: SF-295. Synergy scores: CSS=29.1, Synergy_ZIP=-4.05, Synergy_Bliss=-0.930, Synergy_Loewe=-0.379, Synergy_HSA=-0.592. (3) Drug 1: C1CNP(=O)(OC1)N(CCCl)CCCl. Drug 2: C1=CC(=C(C=C1I)F)NC2=C(C=CC(=C2F)F)C(=O)NOCC(CO)O. Cell line: OVCAR3. Synergy scores: CSS=10.3, Synergy_ZIP=2.06, Synergy_Bliss=8.01, Synergy_Loewe=-4.85, Synergy_HSA=1.85. (4) Drug 1: CS(=O)(=O)CCNCC1=CC=C(O1)C2=CC3=C(C=C2)N=CN=C3NC4=CC(=C(C=C4)OCC5=CC(=CC=C5)F)Cl. Drug 2: COC1=C2C(=CC3=C1OC=C3)C=CC(=O)O2. Cell line: MCF7. Synergy scores: CSS=0.255, Synergy_ZIP=4.89, Synergy_Bliss=-0.592, Synergy_Loewe=-2.47, Synergy_HSA=-2.38. (5) Drug 1: CN(C)C1=NC(=NC(=N1)N(C)C)N(C)C. Drug 2: CC1=C(C=C(C=C1)NC(=O)C2=CC=C(C=C2)CN3CCN(CC3)C)NC4=NC=CC(=N4)C5=CN=CC=C5. Cell line: M14. Synergy scores: CSS=-2.85, Synergy_ZIP=3.81, Synergy_Bliss=4.37, Synergy_Loewe=0.618, Synergy_HSA=-1.04.